This data is from Peptide-MHC class I binding affinity with 185,985 pairs from IEDB/IMGT. The task is: Regression. Given a peptide amino acid sequence and an MHC pseudo amino acid sequence, predict their binding affinity value. This is MHC class I binding data. The peptide sequence is DEALKMTMAS. The MHC is HLA-B45:01 with pseudo-sequence HLA-B45:01. The binding affinity (normalized) is 0.264.